Dataset: Forward reaction prediction with 1.9M reactions from USPTO patents (1976-2016). Task: Predict the product of the given reaction. (1) Given the reactants [Br:1][C:2]([Br:18])=[C:3]([C:11]1[CH:16]=[CH:15][CH:14]=[CH:13][C:12]=1[NH2:17])[C:4]1[CH:9]=[CH:8][C:7]([F:10])=[CH:6][CH:5]=1.CO[C:21]([CH3:23])=[CH2:22].CC(O)=O, predict the reaction product. The product is: [Br:18][C:2]([Br:1])=[C:3]([C:11]1[CH:16]=[CH:15][CH:14]=[CH:13][C:12]=1[NH:17][CH:21]([CH3:23])[CH3:22])[C:4]1[CH:9]=[CH:8][C:7]([F:10])=[CH:6][CH:5]=1. (2) Given the reactants Br[C:2]1[CH:9]=[CH:8][C:5]([CH:6]=[O:7])=[CH:4][CH:3]=1.[C:10]([O:14][CH2:15][CH3:16])(=[O:13])[CH:11]=[CH2:12].CC1C=CC=CC=1P(C1C=CC=CC=1C)C1C=CC=CC=1C.C(N(CC)CC)C.[NH4+].[Cl-], predict the reaction product. The product is: [CH:6]([C:5]1[CH:8]=[CH:9][C:2](/[CH:12]=[CH:11]/[C:10]([O:14][CH2:15][CH3:16])=[O:13])=[CH:3][CH:4]=1)=[O:7]. (3) Given the reactants [CH3:1][O:2][C:3](=[O:22])[CH:4]([C:9]([C:11]1[CH:20]=[CH:19][C:18]2[C:13](=[CH:14][CH:15]=[C:16]([Br:21])[CH:17]=2)[CH:12]=1)=[O:10])/[C:5](=[N:7]/C)/[CH3:6].Cl.NO, predict the reaction product. The product is: [CH3:1][O:2][C:3]([C:4]1[C:5]([CH3:6])=[N:7][O:10][C:9]=1[C:11]1[CH:20]=[CH:19][C:18]2[C:13](=[CH:14][CH:15]=[C:16]([Br:21])[CH:17]=2)[CH:12]=1)=[O:22]. (4) The product is: [Br:1][C:2]1[C:6]2[N:7]=[C:8]([C:17]3[C:22]([F:23])=[CH:21][CH:20]=[CH:19][C:18]=3[F:24])[C:9]3[CH:10]=[C:11]([CH:15]=[O:16])[CH:12]=[CH:13][C:14]=3[C:5]=2[N:4]([CH2:31][O:30][CH2:29][CH2:28][Si:27]([CH3:34])([CH3:33])[CH3:26])[N:3]=1. Given the reactants [Br:1][C:2]1[C:6]2[N:7]=[C:8]([C:17]3[C:22]([F:23])=[CH:21][CH:20]=[CH:19][C:18]=3[F:24])[C:9]3[CH:10]=[C:11]([CH:15]=[O:16])[CH:12]=[CH:13][C:14]=3[C:5]=2[NH:4][N:3]=1.O.[CH3:26][Si:27]([CH3:34])([CH3:33])[CH2:28][CH2:29][O:30][CH2:31]Cl, predict the reaction product. (5) The product is: [Cl:1][C:2]1[C:3]([O:12][C:13]2[CH:18]=[C:17]([O:19][CH2:20][CH2:21][O:22][CH3:23])[CH:16]=[CH:15][C:14]=2[CH2:24][CH2:25][CH2:26][NH:27][S:40]([CH:34]2[CH2:39][CH2:38][CH2:37][CH2:36][CH2:35]2)(=[O:42])=[O:41])=[N:4][CH:5]=[C:6]([C:8]([F:9])([F:11])[F:10])[CH:7]=1. Given the reactants [Cl:1][C:2]1[C:3]([O:12][C:13]2[CH:18]=[C:17]([O:19][CH2:20][CH2:21][O:22][CH3:23])[CH:16]=[CH:15][C:14]=2[CH2:24][CH2:25][CH2:26][NH2:27])=[N:4][CH:5]=[C:6]([C:8]([F:11])([F:10])[F:9])[CH:7]=1.N1C=CC=CC=1.[CH:34]1([S:40](Cl)(=[O:42])=[O:41])[CH2:39][CH2:38][CH2:37][CH2:36][CH2:35]1.Cl, predict the reaction product. (6) Given the reactants [Cl:1][C:2]1[CH:9]=[C:8]([Cl:10])[CH:7]=[CH:6][C:3]=1[CH:4]=[O:5].[CH:11](OC)(OC)OC.[C:18]([Si](C)(C)C)#[N:19], predict the reaction product. The product is: [Cl:1][C:2]1[CH:9]=[C:8]([Cl:10])[CH:7]=[CH:6][C:3]=1[CH:4]([O:5][CH3:11])[C:18]#[N:19].